From a dataset of Reaction yield outcomes from USPTO patents with 853,638 reactions. Predict the reaction yield, written as a fraction of the theoretical maximum amount of product (1.0 means a 100% yield; for example, 0.34 means a 34% yield). (1) The reactants are Cl[CH2:2][C:3]1[CH:12]=[CH:11][C:6]2[O:7][CH2:8][CH2:9][O:10][C:5]=2[CH:4]=1.[C-:13]#[N:14].[Na+].O. The catalyst is CS(C)=O. The product is [O:7]1[CH2:8][CH2:9][O:10][C:5]2[CH:4]=[C:3]([CH2:2][C:13]#[N:14])[CH:12]=[CH:11][C:6]1=2. The yield is 0.860. (2) The reactants are C([N:8]1[CH2:14][C:13]2[N:15]=[CH:16][C:17]([NH2:19])=[N:18][C:12]=2[O:11][CH2:10][CH2:9]1)C1C=CC=CC=1. The catalyst is [OH-].[OH-].[Pd+2].CO. The product is [N:15]1[C:13]2[CH2:14][NH:8][CH2:9][CH2:10][O:11][C:12]=2[N:18]=[C:17]([NH2:19])[CH:16]=1. The yield is 0.350. (3) The reactants are [CH2:1]([C@H:3]1[CH2:7][NH:6][CH2:5][C@H:4]1[C:8]([O:10]CC)=[O:9])[CH3:2].Cl.C([O-])([O-])=O.[Na+].[Na+].[C:20](O[C:20]([O:22][C:23]([CH3:26])([CH3:25])[CH3:24])=[O:21])([O:22][C:23]([CH3:26])([CH3:25])[CH3:24])=[O:21]. No catalyst specified. The product is [C:23]([O:22][C:20]([N:6]1[CH2:7][C@H:3]([CH2:1][CH3:2])[C@H:4]([C:8]([OH:10])=[O:9])[CH2:5]1)=[O:21])([CH3:26])([CH3:25])[CH3:24]. The yield is 0.320. (4) The reactants are [OH:1][C:2]1[C:3]([C:8]([OH:10])=[O:9])=[N:4][CH:5]=[CH:6][CH:7]=1.OS(O)(=O)=O.[CH3:16]O. No catalyst specified. The product is [OH:1][C:2]1[C:3]([C:8]([O:10][CH3:16])=[O:9])=[N:4][CH:5]=[CH:6][CH:7]=1. The yield is 0.790. (5) The reactants are Cl[S:2]([C:5]1[CH:13]=[CH:12][C:8]([C:9]([OH:11])=[O:10])=[CH:7][CH:6]=1)(=[O:4])=[O:3].[NH2:14][C:15]1[CH:24]=[C:23]([F:25])[C:18]([C:19]([O:21][CH3:22])=[O:20])=[C:17]([F:26])[CH:16]=1.N1C=CC=CC=1. The catalyst is C(Cl)Cl. The product is [F:25][C:23]1[CH:24]=[C:15]([NH:14][S:2]([C:5]2[CH:13]=[CH:12][C:8]([C:9]([OH:11])=[O:10])=[CH:7][CH:6]=2)(=[O:4])=[O:3])[CH:16]=[C:17]([F:26])[C:18]=1[C:19]([O:21][CH3:22])=[O:20]. The yield is 0.360. (6) The reactants are [Br:1][C:2]1[CH:10]=[CH:9][C:5]([C:6]([OH:8])=[O:7])=[C:4]([Cl:11])[CH:3]=1.C(OC(O[C:15]([CH3:18])([CH3:17])[CH3:16])=O)(O[C:15]([CH3:18])([CH3:17])[CH3:16])=O. The catalyst is C1COCC1.CN(C1C=CN=CC=1)C.CCOC(C)=O. The product is [Br:1][C:2]1[CH:10]=[CH:9][C:5]([C:6]([O:8][C:15]([CH3:18])([CH3:17])[CH3:16])=[O:7])=[C:4]([Cl:11])[CH:3]=1. The yield is 0.510. (7) The reactants are [CH2:1]=[C:2]1[CH:5]([C:6]2[CH:11]=[CH:10][CH:9]=[CH:8][CH:7]=2)[CH2:4][O:3]1.CC1(C)O[O:14]1. The catalyst is C(Cl)Cl. The product is [C:6]1([CH:5]2[C:2]3([CH2:1][O:14]3)[O:3][CH2:4]2)[CH:11]=[CH:10][CH:9]=[CH:8][CH:7]=1. The yield is 0.990. (8) The reactants are [CH2:1]([N:3]([CH2:20][CH3:21])[CH2:4][CH2:5][NH:6]C(C1C=CC2C(=CC=C(I)C=2)C=1)=O)[CH3:2].[I:22][C:23]1[CH:36]=[C:35]2[C:26]([NH:27][C:28]3[C:29]([C:38](OC)=[O:39])=[CH:30][CH:31]=[CH:32][C:33]=3[C:34]2=[O:37])=[CH:25][CH:24]=1.[K+].[Br-].Cl.Cl.C(N(CC)CCNC(=O)C1C=CC(I)=NC=1)C. The catalyst is ClCCl.C(O)C. The product is [CH2:1]([N:3]([CH2:20][CH3:21])[CH2:4][CH2:5][NH:6][C:38]([C:29]1[C:28]2[NH:27][C:26]3[C:35](=[CH:36][C:23]([I:22])=[CH:24][CH:25]=3)[C:34](=[O:37])[C:33]=2[CH:32]=[CH:31][CH:30]=1)=[O:39])[CH3:2]. The yield is 0.690. (9) The reactants are [F:1][C:2]1[CH:7]=[CH:6][C:5]([NH:8][C:9]2[N:14]3[N:15]=[CH:16][C:17]([C:18](O)=[O:19])=[C:13]3[N:12]=[CH:11][C:10]=2[C:21]([N:23]2[CH2:28][CH2:27][C:26]3([C:32]4[CH:33]=[CH:34][CH:35]=[C:36]([F:37])[C:31]=4[O:30][CH2:29]3)[CH2:25][CH2:24]2)=[O:22])=[C:4]([CH3:38])[CH:3]=1.[CH:39]1([S:42]([NH2:45])(=[O:44])=[O:43])[CH2:41][CH2:40]1. No catalyst specified. The product is [F:1][C:2]1[CH:7]=[CH:6][C:5]([NH:8][C:9]2[N:14]3[N:15]=[CH:16][C:17]([C:18]([NH:45][S:42]([CH:39]4[CH2:41][CH2:40]4)(=[O:44])=[O:43])=[O:19])=[C:13]3[N:12]=[CH:11][C:10]=2[C:21]([N:23]2[CH2:24][CH2:25][C:26]3([C:32]4[CH:33]=[CH:34][CH:35]=[C:36]([F:37])[C:31]=4[O:30][CH2:29]3)[CH2:27][CH2:28]2)=[O:22])=[C:4]([CH3:38])[CH:3]=1. The yield is 0.640.